Predict the reaction yield, written as a fraction of the theoretical maximum amount of product (1.0 means a 100% yield; for example, 0.34 means a 34% yield). From a dataset of Reaction yield outcomes from USPTO patents with 853,638 reactions. (1) The yield is 0.650. The catalyst is CN(C=O)C. The reactants are [CH2:1]([C:3](=[CH:6][CH2:7][C:8]1[C:9]([O:21][CH2:22][CH2:23][Si:24]([CH3:27])([CH3:26])[CH3:25])=[C:10]2[C:14](=[C:15]([CH3:19])[C:16]=1[CH2:17][CH3:18])[CH2:13][O:12][C:11]2=[O:20])[CH:4]=O)[CH3:2].C(O)(=O)C(O)=O.[CH2:34]([O:36][P:37]([CH2:42][CH2:43][NH2:44])(=[O:41])[O:38][CH2:39][CH3:40])[CH3:35].C(O)(=O)C.C(O[BH-](OC(=O)C)OC(=O)C)(=O)C.[Na+]. The product is [CH2:39]([O:38][P:37]([CH2:42][CH2:43][NH:44][CH2:4][C:3]([CH2:1][CH3:2])=[CH:6][CH2:7][C:8]1[C:9]([O:21][CH2:22][CH2:23][Si:24]([CH3:25])([CH3:27])[CH3:26])=[C:10]2[C:14](=[C:15]([CH3:19])[C:16]=1[CH2:17][CH3:18])[CH2:13][O:12][C:11]2=[O:20])(=[O:41])[O:36][CH2:34][CH3:35])[CH3:40]. (2) The reactants are [Br:1][C:2]1[C:7]2[S:8][C:9]([NH2:11])=[N:10][C:6]=2[CH:5]=[C:4]([Br:12])[N:3]=1.[CH2:13]([N:15]=[C:16]=[O:17])[CH3:14]. The catalyst is O1CCOCC1. The product is [Br:1][C:2]1[C:7]2[S:8][C:9]([NH:11][C:16]([NH:15][CH2:13][CH3:14])=[O:17])=[N:10][C:6]=2[CH:5]=[C:4]([Br:12])[N:3]=1. The yield is 0.540. (3) The reactants are [Br:1][C:2]1[CH:3]=[C:4]2[C:8](=[C:9]([N+:11]([O-:13])=[O:12])[CH:10]=1)[NH:7][CH2:6][CH2:5]2.[CH3:14][O:15][C:16]1[CH:21]=[CH:20][C:19]([S:22](Cl)(=[O:24])=[O:23])=[CH:18][CH:17]=1. The catalyst is N1C=CC=CC=1. The product is [Br:1][C:2]1[CH:3]=[C:4]2[C:8](=[C:9]([N+:11]([O-:13])=[O:12])[CH:10]=1)[N:7]([S:22]([C:19]1[CH:18]=[CH:17][C:16]([O:15][CH3:14])=[CH:21][CH:20]=1)(=[O:24])=[O:23])[CH2:6][CH2:5]2. The yield is 0.850. (4) The product is [CH:38]([O:37][CH2:36][CH2:35][NH:34][S:28]([NH:31][C:20](=[O:21])[O:19][CH2:17][CH2:18][CH3:13])(=[O:30])=[O:29])([CH3:40])[CH3:39]. The yield is 0.650. The reactants are ClC1C(O[C:13]2[CH:18]=[C:17]([O:19][CH2:20][O:21]C)C=CC=2CCCO)=NC=C(C(F)(F)F)C=1.Cl[S:28]([N:31]=C=O)(=[O:30])=[O:29].[NH2:34][CH2:35][CH2:36][O:37][CH:38]([CH3:40])[CH3:39].Cl. The catalyst is C(#N)C.N1C=CC=CC=1. (5) The reactants are Br[C:2]1[N:3]=[C:4]([NH:10][C:11]2[CH:12]=[N:13][C:14]([N:17]3[CH2:22][CH2:21][N:20]([CH:23]4[CH2:26][O:25][CH2:24]4)[CH2:19][CH2:18]3)=[CH:15][CH:16]=2)[C:5](=[O:9])[N:6]([CH3:8])[CH:7]=1.[C:27]([O:30][CH2:31][C:32]1[C:33]([N:47]2[CH2:59][CH2:58][N:50]3[C:51]4[CH2:52][CH2:53][CH2:54][CH2:55][C:56]=4[CH:57]=[C:49]3[C:48]2=[O:60])=[N:34][CH:35]=[CH:36][C:37]=1B1OC(C)(C)C(C)(C)O1)(=[O:29])[CH3:28].[O-]P([O-])([O-])=O.[K+].[K+].[K+].C([O-])(=O)C.[Na+]. The catalyst is C1C=CC(P(C2C=CC=CC=2)[C-]2C=CC=C2)=CC=1.C1C=CC(P(C2C=CC=CC=2)[C-]2C=CC=C2)=CC=1.Cl[Pd]Cl.[Fe+2].O.C(#N)C. The product is [C:27]([O:30][CH2:31][C:32]1[C:33]([N:47]2[CH2:59][CH2:58][N:50]3[C:51]4[CH2:52][CH2:53][CH2:54][CH2:55][C:56]=4[CH:57]=[C:49]3[C:48]2=[O:60])=[N:34][CH:35]=[CH:36][C:37]=1[C:2]1[N:3]=[C:4]([NH:10][C:11]2[CH:12]=[N:13][C:14]([N:17]3[CH2:22][CH2:21][N:20]([CH:23]4[CH2:26][O:25][CH2:24]4)[CH2:19][CH2:18]3)=[CH:15][CH:16]=2)[C:5](=[O:9])[N:6]([CH3:8])[CH:7]=1)(=[O:29])[CH3:28]. The yield is 0.700.